Task: Predict the reaction yield, written as a fraction of the theoretical maximum amount of product (1.0 means a 100% yield; for example, 0.34 means a 34% yield).. Dataset: Reaction yield outcomes from USPTO patents with 853,638 reactions (1) The reactants are [Br:1][C:2]1[C:3]([OH:12])=[CH:4][C:5]([OH:11])=[C:6]([CH:10]=1)[C:7]([OH:9])=[O:8].S(=O)(=O)(O)O.[C:18](=O)([O-])O.[Na+]. The catalyst is CO.O. The product is [Br:1][C:2]1[C:3]([OH:12])=[CH:4][C:5]([OH:11])=[C:6]([CH:10]=1)[C:7]([O:9][CH3:18])=[O:8]. The yield is 0.830. (2) The product is [CH3:1][S:2]([C:4]1[CH:5]=[CH:6][C:7]([N:10]2[CH2:15][CH2:14][N:13]([C:16]3[C:17]([CH3:29])=[C:18]([CH3:28])[C:19]4[O:23][C:22]([CH3:24])([CH3:25])[CH2:21][C:20]=4[C:26]=3[CH3:27])[CH2:12][CH2:11]2)=[CH:8][CH:9]=1)(=[O:38])=[O:3]. The yield is 0.310. The reactants are [CH3:1][S:2]([C:4]1[CH:9]=[CH:8][C:7]([N:10]2[CH2:15][CH2:14][N:13]([C:16]3[C:17]([CH3:29])=[C:18]([CH3:28])[C:19]4[O:23][C:22]([CH3:25])([CH3:24])[CH2:21][C:20]=4[C:26]=3[CH3:27])[CH2:12][CH2:11]2)=[CH:6][CH:5]=1)=[O:3].ClC1C=CC=C(C(OO)=[O:38])C=1. No catalyst specified. (3) The reactants are C[O:2][C:3]([C:5]1[NH:6][C:7]2[C:12]([C:13]=1[C:14]1[CH:19]=[CH:18][C:17]([O:20][CH3:21])=[CH:16][CH:15]=1)=[CH:11][C:10]([O:22][CH3:23])=[C:9]([O:24][CH3:25])[CH:8]=2)=O.[H-].[H-].[H-].[H-].[Li+].[Al+3].O.[OH-].[Na+]. The catalyst is C1COCC1. The product is [CH3:23][O:22][C:10]1[CH:11]=[C:12]2[C:7](=[CH:8][C:9]=1[O:24][CH3:25])[NH:6][C:5]([CH2:3][OH:2])=[C:13]2[C:14]1[CH:15]=[CH:16][C:17]([O:20][CH3:21])=[CH:18][CH:19]=1. The yield is 0.900. (4) The reactants are O1[CH:5]=[CH:4][CH:3]=[CH:2]1.[NH2:6][C:7]1[CH:12]=[C:11]([N+:13]([O-:15])=[O:14])[CH:10]=[CH:9][C:8]=1[OH:16].C(O)(=O)C. No catalyst specified. The product is [N+:13]([C:11]1[CH:10]=[CH:9][C:8]([OH:16])=[C:7]([N:6]2[CH:5]=[CH:4][CH:3]=[CH:2]2)[CH:12]=1)([O-:15])=[O:14]. The yield is 0.680. (5) The product is [C:11]1([N:9]2[CH:10]=[C:6]([C:4]([OH:5])=[O:3])[C:7]([C:17]([F:19])([F:20])[F:18])=[N:8]2)[CH:12]=[CH:13][CH:14]=[CH:15][CH:16]=1. The yield is 0.890. The catalyst is CO. The reactants are C([O:3][C:4]([C:6]1[C:7]([C:17]([F:20])([F:19])[F:18])=[N:8][N:9]([C:11]2[CH:16]=[CH:15][CH:14]=[CH:13][CH:12]=2)[CH:10]=1)=[O:5])C.[OH-].[Na+]. (6) The reactants are [N:1]([CH:4]([C:11]1([CH2:15][F:16])[CH2:14][O:13][CH2:12]1)[C:5]1[O:6][C:7]([CH3:10])=[CH:8][CH:9]=1)=[N+]=[N-].[H][H]. The catalyst is C(O)C.[Pd]. The product is [CH3:10][C:7]1[O:6][C:5]([CH:4]([NH2:1])[C:11]2([CH2:15][F:16])[CH2:12][O:13][CH2:14]2)=[CH:9][CH:8]=1. The yield is 1.00. (7) The reactants are Cl[C:2]1[CH:11]=[N:10][C:9]2[C:4](=[CH:5][C:6]([CH3:12])=[CH:7][CH:8]=2)[N:3]=1.[CH3:13][O:14][C:15]1[CH:20]=[C:19]([O:21][CH3:22])[CH:18]=[CH:17][C:16]=1[CH2:23][NH2:24].CCOC(C)=O. The catalyst is CS(C)=O. The product is [CH3:13][O:14][C:15]1[CH:20]=[C:19]([O:21][CH3:22])[CH:18]=[CH:17][C:16]=1[CH2:23][NH:24][C:2]1[CH:11]=[N:10][C:9]2[C:4](=[CH:5][C:6]([CH3:12])=[CH:7][CH:8]=2)[N:3]=1. The yield is 0.970.